From a dataset of Full USPTO retrosynthesis dataset with 1.9M reactions from patents (1976-2016). Predict the reactants needed to synthesize the given product. (1) Given the product [CH2:31]([O:30][C:28](=[O:29])[CH2:27][CH2:26][CH2:25][CH2:24][CH2:23][CH2:22][N:9]1[C:5]2=[N:6][C:7]([Cl:8])=[C:2]([Br:1])[N:3]=[C:4]2[CH:11]=[C:10]1[CH:12]1[CH2:14][CH2:13]1)[CH3:32], predict the reactants needed to synthesize it. The reactants are: [Br:1][C:2]1[N:3]=[C:4]2[CH:11]=[C:10]([CH:12]3[CH2:14][CH2:13]3)[NH:9][C:5]2=[N:6][C:7]=1[Cl:8].C(=O)([O-])[O-].[K+].[K+].Br[CH2:22][CH2:23][CH2:24][CH2:25][CH2:26][CH2:27][C:28]([O:30][CH2:31][CH3:32])=[O:29].[Cl-].[NH4+]. (2) Given the product [Cl:1][C:2]1[C:9]([C:10]#[N:15])=[C:8]([F:12])[CH:7]=[CH:6][C:3]=1[C:4]#[N:5], predict the reactants needed to synthesize it. The reactants are: [Cl:1][C:2]1[C:9]([CH:10]=O)=[C:8]([F:12])[CH:7]=[CH:6][C:3]=1[C:4]#[N:5].Cl.O[NH3+:15].S(Cl)(Cl)=O.O. (3) Given the product [Br:9][C:5]1[C:6]([CH3:8])=[N:7][C:2]([N:11]2[CH2:14][CH:13]([OH:15])[CH2:12]2)=[N:3][CH:4]=1, predict the reactants needed to synthesize it. The reactants are: Br[C:2]1[N:7]=[C:6]([CH3:8])[C:5]([Br:9])=[CH:4][N:3]=1.Cl.[NH:11]1[CH2:14][CH:13]([OH:15])[CH2:12]1.C(N(CC)CC)C.